Dataset: Full USPTO retrosynthesis dataset with 1.9M reactions from patents (1976-2016). Task: Predict the reactants needed to synthesize the given product. (1) Given the product [CH3:7][O:8][C:9]1[CH:10]=[C:11]([NH:21][C:22]2[S:23][C:24]([CH2:27][N:1]3[CH2:6][CH2:5][O:4][CH2:3][CH2:2]3)=[CH:25][N:26]=2)[CH:12]=[CH:13][C:14]=1[N:15]1[CH:19]=[C:18]([CH3:20])[N:17]=[CH:16]1, predict the reactants needed to synthesize it. The reactants are: [NH:1]1[CH2:6][CH2:5][O:4][CH2:3][CH2:2]1.[CH3:7][O:8][C:9]1[CH:10]=[C:11]([NH:21][C:22]2[S:23][C:24]([CH:27]=O)=[CH:25][N:26]=2)[CH:12]=[CH:13][C:14]=1[N:15]1[CH:19]=[C:18]([CH3:20])[N:17]=[CH:16]1.O1CCCC1. (2) Given the product [C:1]([C:3]1[CH:15]=[CH:14][C:6]2[S:7][C:8]([C:10]([OH:12])=[O:11])=[CH:9][C:5]=2[CH:4]=1)#[N:2], predict the reactants needed to synthesize it. The reactants are: [C:1]([C:3]1[CH:15]=[CH:14][C:6]2[S:7][C:8]([C:10]([O:12]C)=[O:11])=[CH:9][C:5]=2[CH:4]=1)#[N:2].O.[OH-].[Li+].CO.